Dataset: Forward reaction prediction with 1.9M reactions from USPTO patents (1976-2016). Task: Predict the product of the given reaction. (1) Given the reactants [NH2:1][C:2]1[CH:7]=[CH:6][C:5]([Cl:8])=[CH:4][C:3]=1[CH2:9][N:10]1[CH:14]=[C:13]([CH3:15])[CH:12]=[C:11]1[C:16]([O:18]CC)=O.CC(C)([O-])C.[K+].O, predict the reaction product. The product is: [Cl:8][C:5]1[CH:6]=[CH:7][C:2]2[NH:1][C:16](=[O:18])[C:11]3=[CH:12][C:13]([CH3:15])=[CH:14][N:10]3[CH2:9][C:3]=2[CH:4]=1. (2) Given the reactants [CH:1]12[CH2:7][CH:4]([CH2:5][CH2:6]1)[CH2:3][C@@H:2]2[NH:8][C:9]1[S:10][C:11]([CH3:22])([CH2:15][CH:16]2[CH2:21][CH2:20][NH:19][CH2:18][CH2:17]2)[C:12](=[O:14])[N:13]=1.[C:23](OC(=O)C)(=[O:25])[CH3:24].C(N(C(C)C)CC)(C)C, predict the reaction product. The product is: [C:23]([N:19]1[CH2:20][CH2:21][CH:16]([CH2:15][C:11]2([CH3:22])[S:10][C:9]([NH:8][C@H:2]3[CH2:3][CH:4]4[CH2:7][CH:1]3[CH2:6][CH2:5]4)=[N:13][C:12]2=[O:14])[CH2:17][CH2:18]1)(=[O:25])[CH3:24]. (3) The product is: [CH:15]1([C@H:10]([NH:9][C:7]([C:6]2[S:5][C:4]([C:21]3[CH:22]=[CH:23][C:24]([O:27][CH3:28])=[CH:25][CH:26]=3)=[N:3][C:2]=2[NH:1][C:39]([NH:38][C:31]2[C:32]([Cl:37])=[CH:33][C:34]([Cl:36])=[CH:35][C:30]=2[Cl:29])=[O:40])=[O:8])[C:11]([OH:13])=[O:12])[CH2:16][CH2:17][CH2:18][CH2:19][CH2:20]1. Given the reactants [NH2:1][C:2]1[N:3]=[C:4]([C:21]2[CH:26]=[CH:25][C:24]([O:27][CH3:28])=[CH:23][CH:22]=2)[S:5][C:6]=1[C:7]([NH:9][C@@H:10]([CH:15]1[CH2:20][CH2:19][CH2:18][CH2:17][CH2:16]1)[C:11]([O:13]C)=[O:12])=[O:8].[Cl:29][C:30]1[CH:35]=[C:34]([Cl:36])[CH:33]=[C:32]([Cl:37])[C:31]=1[N:38]=[C:39]=[O:40], predict the reaction product.